The task is: Predict the reactants needed to synthesize the given product.. This data is from Full USPTO retrosynthesis dataset with 1.9M reactions from patents (1976-2016). (1) Given the product [N:5]1[CH:10]=[CH:9][N:8]=[CH:7][C:6]=1[C:11]([OH:13])([C:1]#[CH:2])[CH3:12], predict the reactants needed to synthesize it. The reactants are: [C:1]([Mg]Cl)#[CH:2].[N:5]1[CH:10]=[CH:9][N:8]=[CH:7][C:6]=1[C:11](=[O:13])[CH3:12].C(OCC)(=O)C. (2) Given the product [OH:9][C@@:3]([C:10]1[S:14][C:13]([S:15][C:16]2[CH:25]=[C:24]3[C:19]([C:20]([C:27]4[CH:28]=[CH:29][C:30]([F:33])=[CH:31][CH:32]=4)=[CH:21][C:22](=[O:26])[O:23]3)=[CH:18][CH:17]=2)=[N:12][CH:11]=1)([C:2]([F:1])([F:35])[F:34])[CH2:4][CH2:5][OH:6], predict the reactants needed to synthesize it. The reactants are: [F:1][C:2]([F:35])([F:34])[C@:3]([C:10]1[S:14][C:13]([S:15][C:16]2[CH:25]=[C:24]3[C:19]([C:20]([C:27]4[CH:32]=[CH:31][C:30]([F:33])=[CH:29][CH:28]=4)=[CH:21][C:22](=[O:26])[O:23]3)=[CH:18][CH:17]=2)=[N:12][CH:11]=1)([OH:9])[CH2:4][C:5](OC)=[O:6].[H-].[H-].[H-].[H-].[Li+].[Al+3]. (3) Given the product [CH2:23]([C:4]1[CH:3]=[C:2]([B:25]2[O:29][C:28]([CH3:31])([CH3:30])[C:27]([CH3:33])([CH3:32])[O:26]2)[CH:7]=[CH:6][C:5]=1[S:8]([NH:11][C@H:12]1[CH2:17][CH2:16][CH2:15][C@@H:14]([N:18]2[CH:22]=[N:21][N:20]=[CH:19]2)[CH2:13]1)(=[O:10])=[O:9])[CH3:24], predict the reactants needed to synthesize it. The reactants are: Br[C:2]1[CH:7]=[CH:6][C:5]([S:8]([NH:11][C@H:12]2[CH2:17][CH2:16][CH2:15][C@@H:14]([N:18]3[CH:22]=[N:21][N:20]=[CH:19]3)[CH2:13]2)(=[O:10])=[O:9])=[C:4]([CH2:23][CH3:24])[CH:3]=1.[B:25]1([B:25]2[O:29][C:28]([CH3:31])([CH3:30])[C:27]([CH3:33])([CH3:32])[O:26]2)[O:29][C:28]([CH3:31])([CH3:30])[C:27]([CH3:33])([CH3:32])[O:26]1.C([O-])(=O)C.[K+].